The task is: Predict the product of the given reaction.. This data is from Forward reaction prediction with 1.9M reactions from USPTO patents (1976-2016). (1) Given the reactants [S:1]1[CH:5]=[CH:4][C:3]([CH:6]=O)=[CH:2]1.CC(C)([O-:11])C.[K+].CS(C)=O.[CH2:18]1[CH2:22][O:21][CH2:20][CH2:19]1, predict the reaction product. The product is: [S:1]1[CH:5]=[CH:4][C:3]([CH:6]=[CH:22][CH2:18][CH2:19][C:20]([OH:11])=[O:21])=[CH:2]1. (2) Given the reactants Br[C:2]1[CH:3]=[C:4]2[CH:10]=[C:9](C3C(F)=CC=CC=3Cl)[NH:8][C:5]2=[N:6][CH:7]=1.[B:19]1([B:19]2[O:23][C:22]([CH3:25])([CH3:24])[C:21]([CH3:27])([CH3:26])[O:20]2)[O:23][C:22]([CH3:25])([CH3:24])[C:21]([CH3:27])([CH3:26])[O:20]1.C([O-])(=O)C.[K+], predict the reaction product. The product is: [CH3:26][C:21]1([CH3:27])[C:22]([CH3:25])([CH3:24])[O:23][B:19]([C:2]2[CH:3]=[C:4]3[CH:10]=[CH:9][NH:8][C:5]3=[N:6][CH:7]=2)[O:20]1.